Predict which catalyst facilitates the given reaction. From a dataset of Catalyst prediction with 721,799 reactions and 888 catalyst types from USPTO. (1) Reactant: [C:1](=O)(OC(Cl)(Cl)Cl)[O:2]C(Cl)(Cl)Cl.[NH2:13][C:14]1[CH:15]=[C:16]([CH:33]=[CH:34][C:35]=1[F:36])[O:17][C:18]1[N:23]=[C:22]2[S:24][C:25]([NH:27][C:28]([CH:30]3[CH2:32][CH2:31]3)=[O:29])=[N:26][C:21]2=[CH:20][CH:19]=1.C(N(CC)CC)C.[F:44][C:45]([F:56])([F:55])[O:46][C:47]1[CH:48]=[C:49]([CH2:53][NH2:54])[CH:50]=[CH:51][CH:52]=1. Product: [F:36][C:35]1[CH:34]=[CH:33][C:16]([O:17][C:18]2[N:23]=[C:22]3[S:24][C:25]([NH:27][C:28]([CH:30]4[CH2:32][CH2:31]4)=[O:29])=[N:26][C:21]3=[CH:20][CH:19]=2)=[CH:15][C:14]=1[NH:13][C:1](=[O:2])[NH:54][CH2:53][C:49]1[CH:50]=[CH:51][CH:52]=[C:47]([O:46][C:45]([F:55])([F:56])[F:44])[CH:48]=1. The catalyst class is: 54. (2) Reactant: C([O:5][C:6](=[O:29])[CH2:7][N:8]([CH2:23][C:24]1[S:25][CH:26]=[CH:27][CH:28]=1)[C:9]1[S:10][CH:11]=[C:12]([C:14]2[CH:19]=[CH:18][C:17]([CH:20]([CH3:22])[CH3:21])=[CH:16][CH:15]=2)[N:13]=1)(C)(C)C.[ClH:30]. Product: [ClH:30].[S:25]1[CH:26]=[CH:27][CH:28]=[C:24]1[CH2:23][N:8]([C:9]1[S:10][CH:11]=[C:12]([C:14]2[CH:15]=[CH:16][C:17]([CH:20]([CH3:22])[CH3:21])=[CH:18][CH:19]=2)[N:13]=1)[CH2:7][C:6]([OH:29])=[O:5]. The catalyst class is: 12. (3) Reactant: C[O:2][C:3](=[O:21])/[CH:4]=[CH:5]/[CH2:6][CH2:7][CH2:8][CH2:9][CH2:10][CH2:11][CH2:12]/[CH:13]=[CH:14]\[CH2:15][CH2:16][CH2:17][CH2:18][CH2:19][CH3:20].[Li+].[OH-]. Product: [C:3]([OH:21])(=[O:2])/[CH:4]=[CH:5]/[CH2:6][CH2:7][CH2:8][CH2:9][CH2:10][CH2:11][CH2:12]/[CH:13]=[CH:14]\[CH2:15][CH2:16][CH2:17][CH2:18][CH2:19][CH3:20]. The catalyst class is: 92.